Dataset: Blood-brain barrier permeability classification from the B3DB database. Task: Regression/Classification. Given a drug SMILES string, predict its absorption, distribution, metabolism, or excretion properties. Task type varies by dataset: regression for continuous measurements (e.g., permeability, clearance, half-life) or binary classification for categorical outcomes (e.g., BBB penetration, CYP inhibition). Dataset: b3db_classification. The molecule is CN1c2ccccc2C(c2ccccc2F)=NC[C@@H]1CNC(=O)c1ccsc1. The result is 1 (penetrates BBB).